Dataset: Reaction yield outcomes from USPTO patents with 853,638 reactions. Task: Predict the reaction yield, written as a fraction of the theoretical maximum amount of product (1.0 means a 100% yield; for example, 0.34 means a 34% yield). (1) The reactants are [CH2:1]([CH:3]([C:6]1[C:7]2[N:8]([C:13](I)=[C:14]([CH3:16])[N:15]=2)[N:9]=[C:10]([CH3:12])[CH:11]=1)[CH2:4][CH3:5])[CH3:2].[O:18]1[CH2:23][CH2:22][N:21]([C:24]2[S:25][CH:26]=[C:27]([Cl:29])[N:28]=2)[CH2:20][CH2:19]1.C(=O)([O-])[O-].[Cs+].[Cs+]. The catalyst is CC([O-])=O.CC([O-])=O.[Pd+2].[Cu](I)I.C1(P(C2C=CC=CC=2)C2C=CC=CC=2)C=CC=CC=1. The product is [Cl:29][C:27]1[N:28]=[C:24]([N:21]2[CH2:20][CH2:19][O:18][CH2:23][CH2:22]2)[S:25][C:26]=1[C:13]1[N:8]2[N:9]=[C:10]([CH3:12])[CH:11]=[C:6]([CH:3]([CH2:4][CH3:5])[CH2:1][CH3:2])[C:7]2=[N:15][C:14]=1[CH3:16]. The yield is 0.793. (2) The reactants are Cl.[Br:2][C:3]1[CH:4]=[CH:5][C:6]2[N:7]([C:9]([CH:12]([CH3:14])[CH3:13])=[N:10][N:11]=2)[CH:8]=1.O.[OH-].[Na+]. The catalyst is ClCCl. The product is [Br:2][C:3]1[CH:4]=[CH:5][C:6]2[N:7]([C:9]([CH:12]([CH3:14])[CH3:13])=[N:10][N:11]=2)[CH:8]=1. The yield is 0.925. (3) The reactants are [CH:1]1([N:4]([CH:18]2[CH2:23][CH2:22][NH:21][CH2:20][CH2:19]2)[S:5]([C:8]2[CH:13]=[CH:12][CH:11]=[C:10]([C:14]([F:17])([F:16])[F:15])[CH:9]=2)(=[O:7])=[O:6])[CH2:3][CH2:2]1.C(N(CC)CC)C.[C:31](Cl)(=[O:34])[CH:32]=[CH2:33]. The catalyst is C(Cl)Cl. The product is [C:31]([N:21]1[CH2:22][CH2:23][CH:18]([N:4]([CH:1]2[CH2:3][CH2:2]2)[S:5]([C:8]2[CH:13]=[CH:12][CH:11]=[C:10]([C:14]([F:17])([F:15])[F:16])[CH:9]=2)(=[O:6])=[O:7])[CH2:19][CH2:20]1)(=[O:34])[CH:32]=[CH2:33]. The yield is 0.540.